This data is from Retrosynthesis with 50K atom-mapped reactions and 10 reaction types from USPTO. The task is: Predict the reactants needed to synthesize the given product. (1) Given the product Cc1cnc(C)c(NC2CCc3ccccc32)n1, predict the reactants needed to synthesize it. The reactants are: Cc1cnc(C)c(Cl)n1.NC1CCc2ccccc21. (2) The reactants are: CI.O=C1Nc2ccc([N+](=O)[O-])cc2CO1. Given the product CN1C(=O)OCc2cc([N+](=O)[O-])ccc21, predict the reactants needed to synthesize it. (3) Given the product CCCCCS(=O)(=O)NC(=O)/C=C/c1ccc(OCCOC2CC2)cc1Oc1ncc(C(F)(F)F)cc1Cl, predict the reactants needed to synthesize it. The reactants are: CCCCCS(N)(=O)=O.O=C(O)/C=C/c1ccc(OCCOC2CC2)cc1Oc1ncc(C(F)(F)F)cc1Cl. (4) Given the product Cc1cc(Nc2ccc(C(=O)O)cc2)nc(N)n1, predict the reactants needed to synthesize it. The reactants are: Cc1cc(Cl)nc(N)n1.Nc1ccc(C(=O)O)cc1. (5) The reactants are: COC(=O)c1nc(N(C)S(C)(=O)=O)c2cccnc2c1O. Given the product CN(c1nc(C(=O)O)c(O)c2ncccc12)S(C)(=O)=O, predict the reactants needed to synthesize it. (6) Given the product COC(=O)c1cc(N)ccc1OC(c1ccc(C(F)(F)F)cc1)c1ccc(C(F)(F)F)cc1, predict the reactants needed to synthesize it. The reactants are: COC(=O)c1cc([N+](=O)[O-])ccc1OC(c1ccc(C(F)(F)F)cc1)c1ccc(C(F)(F)F)cc1. (7) The reactants are: O=C(O)CN1C(=O)CSC1=S.O=Cc1csc(NC2CCCCC2)n1. Given the product O=C(O)CN1C(=O)C(=Cc2csc(NC3CCCCC3)n2)SC1=S, predict the reactants needed to synthesize it.